Dataset: Reaction yield outcomes from USPTO patents with 853,638 reactions. Task: Predict the reaction yield, written as a fraction of the theoretical maximum amount of product (1.0 means a 100% yield; for example, 0.34 means a 34% yield). (1) The reactants are [H-].[Na+].[F:3][C:4]1[CH:9]=[C:8]([OH:10])[CH:7]=[CH:6][C:5]=1[N:11]1[CH:16]=[C:15]([O:17][CH3:18])[C:14](=[O:19])[C:13]([C:20]2[N:24]([C:25]3[CH:30]=[CH:29][CH:28]=[CH:27][CH:26]=3)[N:23]=[CH:22][CH:21]=2)=[N:12]1.C1C=CC(N([S:38]([C:41]([F:44])([F:43])[F:42])(=[O:40])=[O:39])[S:38]([C:41]([F:44])([F:43])[F:42])(=[O:40])=[O:39])=CC=1. The catalyst is C1COCC1. The product is [F:42][C:41]([F:44])([F:43])[S:38]([O:10][C:8]1[CH:7]=[CH:6][C:5]([N:11]2[CH:16]=[C:15]([O:17][CH3:18])[C:14](=[O:19])[C:13]([C:20]3[N:24]([C:25]4[CH:26]=[CH:27][CH:28]=[CH:29][CH:30]=4)[N:23]=[CH:22][CH:21]=3)=[N:12]2)=[C:4]([F:3])[CH:9]=1)(=[O:40])=[O:39]. The yield is 0.870. (2) The reactants are [CH3:1][O:2][C:3](=[O:19])[CH2:4][CH2:5][CH2:6][CH2:7][N:8]([CH3:18])[C:9]1[CH:14]=[CH:13][C:12]([Br:15])=[CH:11][C:10]=1[CH:16]=O.C[O-].[Na+].Cl. The catalyst is C(=O)(OC)OC.CO. The product is [CH3:1][O:2][C:3]([C:4]1[CH2:5][CH2:6][CH2:7][N:8]([CH3:18])[C:9]2[CH:14]=[CH:13][C:12]([Br:15])=[CH:11][C:10]=2[CH:16]=1)=[O:19]. The yield is 0.310. (3) The reactants are [ClH:1].Cl.[CH3:3][C:4]1[CH:5]=[CH:6][C:7](OS(C2C=CC=CC=2S(N(C)C2CCN(C)CC2)(=O)=O)(=O)=O)=[C:8]([CH:18]=1)[O:9][CH2:10][CH2:11][CH2:12][O:13][NH:14][C:15](=[NH:17])[NH2:16].CC1C=CC([O:64][S:65]([C:68]2[CH:73]=[CH:72][CH:71]=[CH:70][C:69]=2[S:74]([N:77]([CH3:85])[CH:78]2[CH2:83][CH2:82][N:81]([CH3:84])[CH2:80][CH2:79]2)(=[O:76])=[O:75])(=[O:67])=[O:66])=C(C=1)OCCCOC1C=CC=C2C(NC(=O)C=12)=O.C(C(=CC1C=CC(O)=CC=1)C(O)=O)#N. No catalyst specified. The product is [ClH:1].[ClH:1].[CH3:3][C:4]1[CH:5]=[C:6]([O:64][S:65]([C:68]2[CH:73]=[CH:72][CH:71]=[CH:70][C:69]=2[S:74]([N:77]([CH3:85])[CH:78]2[CH2:83][CH2:82][N:81]([CH3:84])[CH2:80][CH2:79]2)(=[O:75])=[O:76])(=[O:67])=[O:66])[CH:7]=[C:8]([CH:18]=1)[O:9][CH2:10][CH2:11][CH2:12][O:13][NH:14][C:15]([NH2:17])=[NH:16]. The yield is 0.760. (4) The reactants are [C:1]([O:4][CH2:5][CH2:6][NH:7][C@H:8]1[C:16]2[C:11](=[C:12]([C:17]3[N:21]=[C:20]([C:22]4[CH:27]=[CH:26][C:25]([O:28][CH:29]([CH3:31])[CH3:30])=[C:24]([C:32]#[N:33])[CH:23]=4)[O:19][N:18]=3)[CH:13]=[CH:14][CH:15]=2)[CH2:10][CH2:9]1)(=[O:3])[CH3:2].[CH3:34][S:35](Cl)(=[O:37])=[O:36].C(N(CC)CC)C. The catalyst is C(Cl)Cl. The product is [C:1]([O:4][CH2:5][CH2:6][N:7]([C@H:8]1[C:16]2[C:11](=[C:12]([C:17]3[N:21]=[C:20]([C:22]4[CH:27]=[CH:26][C:25]([O:28][CH:29]([CH3:31])[CH3:30])=[C:24]([C:32]#[N:33])[CH:23]=4)[O:19][N:18]=3)[CH:13]=[CH:14][CH:15]=2)[CH2:10][CH2:9]1)[S:35]([CH3:34])(=[O:37])=[O:36])(=[O:3])[CH3:2]. The yield is 0.500. (5) The reactants are Br[C:2]1[C:3]2[C:8]([CH:9]=[C:10]3[C:15]=1[CH:14]=[CH:13][CH:12]=[CH:11]3)=[CH:7][CH:6]=[CH:5][CH:4]=2.[C:16]1(B(O)O)[CH:21]=[CH:20][CH:19]=[CH:18][CH:17]=1.C(=O)([O-])[O-].[K+].[K+]. The catalyst is C([O-])(=O)C.[Pd+2].C([O-])(=O)C.C1(C)C=CC=CC=1P(C1C=CC=CC=1C)C1C=CC=CC=1C.C(COC)OC. The product is [C:16]1([C:2]2[C:3]3[C:8]([CH:9]=[C:10]4[C:15]=2[CH:14]=[CH:13][CH:12]=[CH:11]4)=[CH:7][CH:6]=[CH:5][CH:4]=3)[CH:21]=[CH:20][CH:19]=[CH:18][CH:17]=1. The yield is 0.750.